This data is from Full USPTO retrosynthesis dataset with 1.9M reactions from patents (1976-2016). The task is: Predict the reactants needed to synthesize the given product. (1) Given the product [O:16]1[CH2:15][CH2:14][CH:13]([O:12][C@H:9]2[CH2:10][CH2:11][C@H:6]([C:4]([OH:5])=[O:3])[CH2:7][CH2:8]2)[CH2:18][CH2:17]1, predict the reactants needed to synthesize it. The reactants are: C([O:3][C:4]([C@H:6]1[CH2:11][CH2:10][C@H:9]([O:12][CH:13]2[CH2:18][CH2:17][O:16][CH2:15][CH2:14]2)[CH2:8][CH2:7]1)=[O:5])C.[O-]CC.[Na+]. (2) Given the product [Cl:60][C:61]1[CH:68]=[CH:67][C:64]([CH2:65][NH:66][C:23]([C:16]2[CH:15]=[C:14]3[C:19]([C:20](=[O:21])[N:11]([C:6]4[CH:5]=[CH:4][C:3]([O:2][CH3:1])=[C:8]([O:9][CH3:10])[N:7]=4)[C:12](=[S:26])[NH:13]3)=[CH:18][C:17]=2[F:22])=[O:25])=[CH:63][CH:62]=1, predict the reactants needed to synthesize it. The reactants are: [CH3:1][O:2][C:3]1[CH:4]=[CH:5][C:6]([N:11]2[C:20](=[O:21])[C:19]3[C:14](=[CH:15][C:16]([C:23]([OH:25])=O)=[C:17]([F:22])[CH:18]=3)[NH:13][C:12]2=[S:26])=[N:7][C:8]=1[O:9][CH3:10].CCN(C(C)C)C(C)C.CN(C(ON1N=NC2C=CC=NC1=2)=[N+](C)C)C.F[P-](F)(F)(F)(F)F.[Cl:60][C:61]1[CH:68]=[CH:67][C:64]([CH2:65][NH2:66])=[CH:63][CH:62]=1. (3) The reactants are: [C:1]([C:8]1[CH:17]=[C:16]([O:18][CH3:19])[CH:15]=[CH:14][C:9]=1[C:10]([O:12]C)=O)#[C:2][CH2:3][CH2:4][CH2:5][CH2:6][CH3:7].Cl.[CH3:21][NH:22][O:23][CH3:24].[Li]CCCC. Given the product [C:1]([C:8]1[CH:17]=[C:16]([O:18][CH3:19])[CH:15]=[CH:14][C:9]=1[C:10]([N:22]([CH3:21])[O:23][CH3:24])=[O:12])#[C:2][CH2:3][CH2:4][CH2:5][CH2:6][CH3:7], predict the reactants needed to synthesize it. (4) Given the product [CH2:10]([S:16][C:17]1[N:19]=[C:4]([CH:5]([OH:7])[CH3:6])[CH:3]=[C:2]([CH3:8])[N:18]=1)[CH2:11][CH2:12][CH2:13][CH2:14][CH3:15], predict the reactants needed to synthesize it. The reactants are: O[CH:2]([CH3:8])[C:3]#[C:4][C:5](=[O:7])[CH3:6].Br.[CH2:10]([S:16][C:17](=[NH:19])[NH2:18])[CH2:11][CH2:12][CH2:13][CH2:14][CH3:15].C(N(CC)CC)C. (5) Given the product [NH:1]([C:8]1[N:9]([C:21]2[CH:26]=[CH:25][CH:24]=[CH:23][CH:22]=2)[C:10]2[CH:11]=[C:12]([CH3:20])[N:13]=[C:14]([C:27]([O:30][CH2:33][CH3:34])=[O:28])[C:15]=2[C:16](=[O:18])[CH:17]=1)[C:2]1[CH:7]=[CH:6][CH:5]=[CH:4][CH:3]=1, predict the reactants needed to synthesize it. The reactants are: [NH:1]([C:8]1[N:9]([C:21]2[CH:26]=[CH:25][CH:24]=[CH:23][CH:22]=2)[C:10]2[C:15]([C:16](=[O:18])[CH:17]=1)=[C:14](Cl)[N:13]=[C:12]([CH3:20])[CH:11]=2)[C:2]1[CH:7]=[CH:6][CH:5]=[CH:4][CH:3]=1.[C:27]([O-:30])([O-])=[O:28].[Cs+].[Cs+].[CH3:33][CH2:34]O. (6) Given the product [CH2:30]([N:23]1[C:22]2[CH:33]=[CH:34][C:19]([C:17](=[O:18])[CH:11]([C:4]3[CH:5]=[CH:6][C:7]([O:9][CH3:10])=[CH:8][C:3]=3[Cl:2])[CH3:12])=[CH:20][C:21]=2[N:25]([CH2:26][CH:27]=[CH2:28])[C:24]1=[O:29])[CH:31]=[CH2:32], predict the reactants needed to synthesize it. The reactants are: [Mg].[Cl:2][C:3]1[CH:8]=[C:7]([O:9][CH3:10])[CH:6]=[CH:5][C:4]=1[CH:11](Cl)[CH3:12].CON(C)[C:17]([C:19]1[CH:34]=[CH:33][C:22]2[N:23]([CH2:30][CH:31]=[CH2:32])[C:24](=[O:29])[N:25]([CH2:26][CH:27]=[CH2:28])[C:21]=2[CH:20]=1)=[O:18].O. (7) Given the product [CH:41]1([CH2:40][N:37]2[CH:38]=[CH:39][C:34]([C:11]3[CH:12]=[CH:13][C:8]([NH:7][CH:4]4[CH2:3][CH2:2][O:1][CH2:6][CH2:5]4)=[C:9]([C:23]([F:24])([F:25])[F:26])[CH:10]=3)=[C:35]([C:45]#[N:46])[C:36]2=[O:44])[CH2:42][CH2:43]1, predict the reactants needed to synthesize it. The reactants are: [O:1]1[CH2:6][CH2:5][CH:4]([NH:7][C:8]2[CH:13]=[CH:12][C:11](B3OC(C)(C)C(C)(C)O3)=[CH:10][C:9]=2[C:23]([F:26])([F:25])[F:24])[CH2:3][CH2:2]1.C([O-])([O-])=O.[Na+].[Na+].Br[C:34]1[CH:39]=[CH:38][N:37]([CH2:40][CH:41]2[CH2:43][CH2:42]2)[C:36](=[O:44])[C:35]=1[C:45]#[N:46]. (8) Given the product [C:9]([O:8][C:6]([CH:5]1[C:13]2[N:14]=[C:15]([NH:20][CH:21]3[CH2:26][CH2:25][N:24]([CH2:27][CH2:28][O:29][CH3:30])[CH2:23][CH2:22]3)[N:16]=[CH:17][C:18]=2[NH:19][C:4]1=[O:3])=[O:7])([CH3:11])([CH3:10])[CH3:12], predict the reactants needed to synthesize it. The reactants are: C([O:3][C:4](=O)[CH:5]([C:13]1[C:18]([NH2:19])=[CH:17][N:16]=[C:15]([NH:20][CH:21]2[CH2:26][CH2:25][N:24]([CH2:27][CH2:28][O:29][CH3:30])[CH2:23][CH2:22]2)[N:14]=1)[C:6]([O:8][C:9]([CH3:12])([CH3:11])[CH3:10])=[O:7])C. (9) Given the product [Cl:3][C:4]1[CH:9]=[CH:8][C:7]([C:10]([NH:12][C@@H:13]([CH:18]2[CH2:23][CH2:22][CH2:21][CH2:20][CH2:19]2)[C:14]([OH:16])=[O:15])=[O:11])=[C:6]([NH:24][C:25]([NH:27][C:28]2[C:33]([CH3:34])=[CH:32][CH:31]=[CH:30][C:29]=2[Cl:35])=[O:26])[CH:5]=1, predict the reactants needed to synthesize it. The reactants are: [OH-].[Li+].[Cl:3][C:4]1[CH:9]=[CH:8][C:7]([C:10]([NH:12][C@@H:13]([CH:18]2[CH2:23][CH2:22][CH2:21][CH2:20][CH2:19]2)[C:14]([O:16]C)=[O:15])=[O:11])=[C:6]([NH:24][C:25]([NH:27][C:28]2[C:33]([CH3:34])=[CH:32][CH:31]=[CH:30][C:29]=2[Cl:35])=[O:26])[CH:5]=1.CO.Cl. (10) Given the product [Cl:1][C:2]1[C:3]([F:29])=[C:4]([NH:8][C:9]2[C:18]3[C:13](=[CH:14][C:15]([O:19][C@@H:20]4[CH2:24][N:23]([CH3:25])[C@H:22]([C:26]([N:33]([CH3:34])[CH3:30])=[O:27])[CH2:21]4)=[CH:16][CH:17]=3)[N:12]=[CH:11][N:10]=2)[CH:5]=[CH:6][CH:7]=1, predict the reactants needed to synthesize it. The reactants are: [Cl:1][C:2]1[C:3]([F:29])=[C:4]([NH:8][C:9]2[C:18]3[C:13](=[CH:14][C:15]([O:19][C@@H:20]4[CH2:24][N:23]([CH3:25])[C@H:22]([C:26](O)=[O:27])[CH2:21]4)=[CH:16][CH:17]=3)[N:12]=[CH:11][N:10]=2)[CH:5]=[CH:6][CH:7]=1.[CH:30]([N:33](C(C)C)[CH2:34]C)(C)C.F[P-](F)(F)(F)(F)F.N1(OC(N(C)C)=[N+](C)C)C2N=CC=CC=2N=N1.Cl.CNC.